From a dataset of Forward reaction prediction with 1.9M reactions from USPTO patents (1976-2016). Predict the product of the given reaction. (1) The product is: [NH2:23][C:20]1[CH:21]=[CH:22][N:17]([CH:13]2[C:14]([F:16])([CH3:15])[CH:10]([OH:9])[CH:11]([CH2:33][OH:34])[O:12]2)[C:18](=[O:32])[N:19]=1. Given the reactants C([O:9][CH:10]1[C:14]([F:16])([CH3:15])[CH:13]([N:17]2[CH:22]=[CH:21][C:20]([NH:23]C(=O)C3C=CC=CC=3)=[N:19][C:18]2=[O:32])[O:12][CH:11]1[CH2:33][O:34]C(=O)C1C=CC=CC=1)(=O)C1C=CC=CC=1.C[O-].[Na+], predict the reaction product. (2) Given the reactants [CH3:1][C:2]1([CH2:16][NH2:17])[C:15]2[CH:14]=[CH:13][CH:12]=[CH:11][C:10]=2[O:9][C:8]2[C:3]1=[CH:4][CH:5]=[CH:6][CH:7]=2.[C:18]1([CH2:24]CBr)[CH:23]=[CH:22][CH:21]=[CH:20][CH:19]=1, predict the reaction product. The product is: [CH2:1]([C:2]1([CH2:16][NH2:17])[C:15]2[CH:14]=[CH:13][CH:12]=[CH:11][C:10]=2[O:9][C:8]2[C:3]1=[CH:4][CH:5]=[CH:6][CH:7]=2)[CH2:24][C:18]1[CH:23]=[CH:22][CH:21]=[CH:20][CH:19]=1.